Dataset: Full USPTO retrosynthesis dataset with 1.9M reactions from patents (1976-2016). Task: Predict the reactants needed to synthesize the given product. (1) The reactants are: [CH2:1]1[O:9][C:8]2[CH:7]=[CH:6][C:5]([C:10]3[S:14][C:13]([S:15]([O-:17])=[O:16])=[CH:12][CH:11]=3)=[CH:4][C:3]=2[O:2]1.[Li+].[Cl:19]N1C(=O)CCC1=O. Given the product [CH2:1]1[O:9][C:8]2[CH:7]=[CH:6][C:5]([C:10]3[S:14][C:13]([S:15]([Cl:19])(=[O:17])=[O:16])=[CH:12][CH:11]=3)=[CH:4][C:3]=2[O:2]1, predict the reactants needed to synthesize it. (2) Given the product [OH:15][CH2:16][CH:17]1[CH2:22][CH2:21][CH2:20][CH2:19][N:18]1[CH2:23][CH2:14][C:13]1[NH:3][C:4](=[O:12])[C:5]2[C:6]([CH:11]=1)=[CH:7][CH:8]=[CH:9][CH:10]=2, predict the reactants needed to synthesize it. The reactants are: C([N:3]([CH2:13][CH3:14])[C:4](=[O:12])[C:5]1[CH:10]=[CH:9][CH:8]=[CH:7][C:6]=1[CH3:11])C.[OH:15][CH2:16][CH:17]1[CH2:22][CH2:21][CH2:20][CH2:19][N:18]1[CH2:23]CC#N. (3) The reactants are: [C:1]([NH:4][C:5]1[S:6][C:7]([C:11]2[CH:12]=[C:13]([S:17](Cl)(=[O:19])=[O:18])[S:14][C:15]=2[Br:16])=[C:8]([CH3:10])[N:9]=1)(=[O:3])[CH3:2].C(N(CC)CC)C.[CH3:28][N:29]([CH3:33])[CH2:30][CH2:31][NH2:32]. Given the product [Br:16][C:15]1[S:14][C:13]([S:17](=[O:19])(=[O:18])[NH:32][CH2:31][CH2:30][N:29]([CH3:33])[CH3:28])=[CH:12][C:11]=1[C:7]1[S:6][C:5]([NH:4][C:1](=[O:3])[CH3:2])=[N:9][C:8]=1[CH3:10], predict the reactants needed to synthesize it. (4) Given the product [NH2:9][CH2:10][CH:11]1[CH2:16][CH2:15][N:14]([C:22]([O:21][C:17]([CH3:20])([CH3:19])[CH3:18])=[O:23])[CH2:13][CH2:12]1, predict the reactants needed to synthesize it. The reactants are: C(=O)C1C=CC=CC=1.[NH2:9][CH2:10][CH:11]1[CH2:16][CH2:15][NH:14][CH2:13][CH2:12]1.[C:17]([O:21][C:22](O[C:22]([O:21][C:17]([CH3:20])([CH3:19])[CH3:18])=[O:23])=[O:23])([CH3:20])([CH3:19])[CH3:18]. (5) Given the product [CH:3]1([NH:9][C:10]2[C:15]([C:16]([OH:18])=[O:17])=[C:14]([CH3:21])[N:13]=[C:12]3[N:22]([CH2:25][CH3:26])[N:23]=[CH:24][C:11]=23)[CH2:4][CH2:5][CH2:6][CH2:7][CH2:8]1, predict the reactants needed to synthesize it. The reactants are: [OH-].[Na+].[CH:3]1([NH:9][C:10]2[C:15]([C:16]([O:18]CC)=[O:17])=[C:14]([CH3:21])[N:13]=[C:12]3[N:22]([CH2:25][CH3:26])[N:23]=[CH:24][C:11]=23)[CH2:8][CH2:7][CH2:6][CH2:5][CH2:4]1.